Dataset: Full USPTO retrosynthesis dataset with 1.9M reactions from patents (1976-2016). Task: Predict the reactants needed to synthesize the given product. (1) Given the product [CH2:1]([C:5]1[N:6]=[C:7]([CH3:27])[N:8]([CH2:31][CH2:32][C:33]2[CH:38]=[CH:37][C:36]([F:39])=[CH:35][CH:34]=2)[C:9](=[O:26])[C:10]=1[CH2:11][C:12]1[CH:17]=[CH:16][C:15]([C:18]2[CH:23]=[CH:22][CH:21]=[CH:20][C:19]=2[C:24]2[NH:42][C:43](=[O:46])[O:44][N:25]=2)=[CH:14][CH:13]=1)[CH2:2][CH2:3][CH3:4], predict the reactants needed to synthesize it. The reactants are: [CH2:1]([C:5]1[N:6]=[C:7]([CH3:27])[NH:8][C:9](=[O:26])[C:10]=1[CH2:11][C:12]1[CH:17]=[CH:16][C:15]([C:18]2[C:19]([C:24]#[N:25])=[CH:20][CH:21]=[CH:22][CH:23]=2)=[CH:14][CH:13]=1)[CH2:2][CH2:3][CH3:4].[H-].[Na+].Br[CH2:31][CH2:32][C:33]1[CH:38]=[CH:37][C:36]([F:39])=[CH:35][CH:34]=1.[Cl-].O[NH3+:42].[C:43](=[O:46])([O-])[OH:44].[Na+]. (2) Given the product [Cl:15][C:6]1[C:7]2[C:12](=[CH:11][CH:10]=[CH:9][CH:8]=2)[C:13]([OH:14])=[C:4]([CH2:1][CH2:2][CH2:3][OH:25])[N:5]=1, predict the reactants needed to synthesize it. The reactants are: [CH2:1]([C:4]1[N:5]=[C:6]([Cl:15])[C:7]2[C:12]([C:13]=1[OH:14])=[CH:11][CH:10]=[CH:9][CH:8]=2)[CH:2]=[CH2:3].B1C2CCCC1CCC2.[OH-:25].[Na+].OO. (3) The reactants are: [CH2:1]([NH:4][C:5](=[O:36])[O:6][C:7]1[C:12]([CH3:13])=[CH:11][C:10]([CH2:14][NH:15][C:16]2[CH:21]=[CH:20][N:19]=[C:18]([C:22]3[O:26][N:25]=[C:24]([C:27]4[C:32]([Cl:33])=[CH:31][CH:30]=[CH:29][C:28]=4[Cl:34])[CH:23]=3)[CH:17]=2)=[CH:9][C:8]=1[CH3:35])[CH2:2][CH3:3].[Cl:37][CH:38]([Cl:42])[C:39](Cl)=[O:40]. Given the product [CH2:1]([NH:4][C:5](=[O:36])[O:6][C:7]1[C:12]([CH3:13])=[CH:11][C:10]([CH2:14][N:15]([C:16]2[CH:21]=[CH:20][N:19]=[C:18]([C:22]3[O:26][N:25]=[C:24]([C:27]4[C:28]([Cl:34])=[CH:29][CH:30]=[CH:31][C:32]=4[Cl:33])[CH:23]=3)[CH:17]=2)[C:39](=[O:40])[CH:38]([Cl:42])[Cl:37])=[CH:9][C:8]=1[CH3:35])[CH2:2][CH3:3], predict the reactants needed to synthesize it.